Dataset: Forward reaction prediction with 1.9M reactions from USPTO patents (1976-2016). Task: Predict the product of the given reaction. Given the reactants [CH2:1]([O:3][C:4]([C:6]1[C:7]([OH:26])=[C:8]2[C:14]([Br:15])=[C:13]([Br:16])[N:12]([CH2:17][C:18]3[CH:23]=[CH:22][CH:21]=[CH:20][C:19]=3[O:24][CH3:25])[C:9]2=[CH:10][N:11]=1)=[O:5])[CH3:2].C1C(=O)N([Br:34])C(=O)C1.C(OOC(C1C=CC=CC=1)=O)(C1C=CC=CC=1)=O, predict the reaction product. The product is: [CH2:1]([O:3][C:4]([C:6]1[C:7]([OH:26])=[C:8]2[C:14]([Br:15])=[C:13]([Br:16])[N:12]([CH2:17][C:18]3[CH:23]=[CH:22][CH:21]=[CH:20][C:19]=3[O:24][CH3:25])[C:9]2=[C:10]([Br:34])[N:11]=1)=[O:5])[CH3:2].